From a dataset of NCI-60 drug combinations with 297,098 pairs across 59 cell lines. Regression. Given two drug SMILES strings and cell line genomic features, predict the synergy score measuring deviation from expected non-interaction effect. (1) Drug 1: C(=O)(N)NO. Drug 2: CC12CCC3C(C1CCC2O)C(CC4=C3C=CC(=C4)O)CCCCCCCCCS(=O)CCCC(C(F)(F)F)(F)F. Cell line: SK-MEL-5. Synergy scores: CSS=0.418, Synergy_ZIP=-2.25, Synergy_Bliss=-5.04, Synergy_Loewe=-5.46, Synergy_HSA=-5.26. (2) Drug 1: CC1=C(C=C(C=C1)C(=O)NC2=CC(=CC(=C2)C(F)(F)F)N3C=C(N=C3)C)NC4=NC=CC(=N4)C5=CN=CC=C5. Drug 2: C1CN(CCN1C(=O)CCBr)C(=O)CCBr. Cell line: EKVX. Synergy scores: CSS=-0.872, Synergy_ZIP=1.28, Synergy_Bliss=4.41, Synergy_Loewe=-2.19, Synergy_HSA=-2.01.